Dataset: Reaction yield outcomes from USPTO patents with 853,638 reactions. Task: Predict the reaction yield, written as a fraction of the theoretical maximum amount of product (1.0 means a 100% yield; for example, 0.34 means a 34% yield). (1) The reactants are CO[C:3]1[CH:4]=[C:5]([CH2:9][CH2:10][C:11]([OH:13])=O)[CH:6]=[CH:7][CH:8]=1.S(Cl)(Cl)=O.[CH2:18]([C@H:25]1[CH2:29][O:28][C:27](=[O:30])[NH:26]1)[C:19]1[CH:24]=[CH:23][CH:22]=[CH:21][CH:20]=1.C([Li])CCC. The catalyst is C1(C)C=CC=CC=1.C1COCC1. The product is [CH2:18]([C@H:25]1[CH2:29][O:28][C:27](=[O:30])[N:26]1[C:11](=[O:13])[CH2:10][CH2:9][C:5]1[CH:4]=[CH:3][CH:8]=[CH:7][CH:6]=1)[C:19]1[CH:20]=[CH:21][CH:22]=[CH:23][CH:24]=1. The yield is 0.890. (2) The reactants are [CH3:1][N:2](C(ON1N=NC2C=CC=NC1=2)=[N+](C)C)C.F[P-](F)(F)(F)(F)F.[CH3:25][O:26][C:27]1[N:32]=[C:31]([C:33]([OH:35])=O)[CH:30]=[CH:29][C:28]=1[N+:36]([O-:38])=[O:37].CCN(C(C)C)C(C)C.CN. The catalyst is C1COCC1. The product is [CH3:25][O:26][C:27]1[N:32]=[C:31]([C:33]([NH:2][CH3:1])=[O:35])[CH:30]=[CH:29][C:28]=1[N+:36]([O-:38])=[O:37]. The yield is 0.700. (3) The reactants are Br[CH2:2][CH2:3][O:4][C:5]1[CH:10]=[CH:9][C:8]([C:11]2[N:12]([CH2:24][CH3:25])[C:13]3[C:18]([C:19]=2[C:20]#[N:21])=[CH:17][CH:16]=[C:15]([O:22][CH3:23])[CH:14]=3)=[CH:7][CH:6]=1.[NH:26]1[CH2:31][CH2:30][O:29][CH2:28][CH2:27]1. The catalyst is C(#N)C. The product is [CH2:24]([N:12]1[C:13]2[C:18](=[CH:17][CH:16]=[C:15]([O:22][CH3:23])[CH:14]=2)[C:19]([C:20]#[N:21])=[C:11]1[C:8]1[CH:9]=[CH:10][C:5]([O:4][CH2:3][CH2:2][N:26]2[CH2:31][CH2:30][O:29][CH2:28][CH2:27]2)=[CH:6][CH:7]=1)[CH3:25]. The yield is 0.960. (4) The reactants are [NH:1]1[CH2:7][CH2:6][CH2:5][NH:4][CH2:3][CH2:2]1.[C:8](O[C:8]([O:10][C:11]([CH3:14])([CH3:13])[CH3:12])=[O:9])([O:10][C:11]([CH3:14])([CH3:13])[CH3:12])=[O:9].C(N(CC)CC)C. The catalyst is ClCCl. The product is [C:11]([O:10][C:8]([N:1]1[CH2:7][CH2:6][CH2:5][NH:4][CH2:3][CH2:2]1)=[O:9])([CH3:14])([CH3:13])[CH3:12]. The yield is 0.660. (5) The reactants are [F:1][C:2]1[CH:7]=[CH:6][CH:5]=[C:4]([F:8])[C:3]=1[N:9]1[C:14]2[N:15]=[C:16](S(C)=O)[N:17]=[C:18]([C:19]3[CH:20]=[C:21]([CH:32]=[CH:33][C:34]=3[CH3:35])[C:22]([NH:24][C:25]3[CH:30]=[CH:29][C:28]([F:31])=[CH:27][CH:26]=3)=[O:23])[C:13]=2[CH2:12][NH:11][C:10]1=[O:39].[CH3:40][N:41]([CH3:46])[CH2:42][CH2:43][CH2:44][NH2:45]. The catalyst is C1COCC1. The product is [F:1][C:2]1[CH:7]=[CH:6][CH:5]=[C:4]([F:8])[C:3]=1[N:9]1[C:14]2[N:15]=[C:16]([NH:45][CH2:44][CH2:43][CH2:42][N:41]([CH3:46])[CH3:40])[N:17]=[C:18]([C:19]3[CH:20]=[C:21]([CH:32]=[CH:33][C:34]=3[CH3:35])[C:22]([NH:24][C:25]3[CH:30]=[CH:29][C:28]([F:31])=[CH:27][CH:26]=3)=[O:23])[C:13]=2[CH2:12][NH:11][C:10]1=[O:39]. The yield is 0.840.